This data is from Forward reaction prediction with 1.9M reactions from USPTO patents (1976-2016). The task is: Predict the product of the given reaction. (1) Given the reactants ClC1C=C([NH:8][C:9](=[O:36])[CH2:10][N:11]2[C:20]3[C:15](=[N:16][C:17]([O:21]C)=[CH:18][CH:19]=3)[C:14](=[O:23])[C:13]([C:24]([C:26]3[CH:35]=[CH:34][C:33]4[C:28](=[CH:29][CH:30]=[CH:31][CH:32]=4)[CH:27]=3)=[O:25])=[CH:12]2)C=CC=1.[Li+].[Cl-:38].O.[C:40]1(C)[CH:45]=[CH:44][C:43](S(O)(=O)=O)=[CH:42][CH:41]=1, predict the reaction product. The product is: [Cl:38][C:40]1[CH:45]=[CH:44][C:43]([NH:8][C:9](=[O:36])[CH2:10][N:11]2[C:20]3[C:15](=[N:16][C:17]([OH:21])=[CH:18][CH:19]=3)[C:14](=[O:23])[C:13]([C:24]([C:26]3[CH:35]=[CH:34][C:33]4[C:28](=[CH:29][CH:30]=[CH:31][CH:32]=4)[CH:27]=3)=[O:25])=[CH:12]2)=[CH:42][CH:41]=1. (2) Given the reactants [C:1]([O:5][C:6]([NH:8][C@@H:9]([CH3:20])[CH2:10][O:11][C:12]1[CH:16]=[C:15]([C:17]([OH:19])=O)[O:14][N:13]=1)=[O:7])([CH3:4])([CH3:3])[CH3:2].Cl.[NH2:22][C:23]1[CH:28]=[C:27]([OH:29])[CH:26]=[CH:25][C:24]=1[OH:30].CN(C(ON1N=NC2C=CC=NC1=2)=[N+](C)C)C.F[P-](F)(F)(F)(F)F.C(N(CC)C(C)C)(C)C, predict the reaction product. The product is: [OH:30][C:24]1[CH:25]=[CH:26][C:27]([OH:29])=[CH:28][C:23]=1[NH:22][C:17]([C:15]1[O:14][N:13]=[C:12]([O:11][CH2:10][C@@H:9]([NH:8][C:6](=[O:7])[O:5][C:1]([CH3:2])([CH3:3])[CH3:4])[CH3:20])[CH:16]=1)=[O:19]. (3) Given the reactants [CH:1]([N:14]1[CH2:19][CH2:18][N:17]([CH2:20][CH:21]2[O:25][C:24](=[O:26])[N:23]([CH2:27][C:28]3C=C[C:31](F)=[CH:30][CH:29]=3)[CH2:22]2)[CH2:16][CH2:15]1)([C:8]1[CH:13]=[CH:12][CH:11]=[CH:10][CH:9]=1)[C:2]1[CH:7]=[CH:6][CH:5]=[CH:4][CH:3]=1.CC1C=CC(S(OC[C@@H]2OC(=O)N(C3CCCC3)C2)(=O)=O)=CC=1.CC1C=CC(S(OCC2OC(=O)N(CC3C=CC(F)=CC=3)C2)(=O)=O)=CC=1, predict the reaction product. The product is: [CH:1]([N:14]1[CH2:19][CH2:18][N:17]([CH2:20][CH:21]2[O:25][C:24](=[O:26])[N:23]([CH:27]3[CH2:31][CH2:30][CH2:29][CH2:28]3)[CH2:22]2)[CH2:16][CH2:15]1)([C:8]1[CH:13]=[CH:12][CH:11]=[CH:10][CH:9]=1)[C:2]1[CH:7]=[CH:6][CH:5]=[CH:4][CH:3]=1. (4) Given the reactants C(N(CC)C(C)C)C.[C:9]1([C:15]2[N:20]=[CH:19][C:18]([C:21](Cl)=[O:22])=[CH:17][N:16]=2)[CH:14]=[CH:13][CH:12]=[CH:11][CH:10]=1.[F:24][C:25]1[CH:26]=[C:27]2[C:31](=[CH:32][CH:33]=1)[N:30]([NH2:34])[CH:29]=[CH:28]2, predict the reaction product. The product is: [F:24][C:25]1[CH:26]=[C:27]2[C:31](=[CH:32][CH:33]=1)[N:30]([NH:34][C:21]([C:18]1[CH:17]=[N:16][C:15]([C:9]3[CH:14]=[CH:13][CH:12]=[CH:11][CH:10]=3)=[N:20][CH:19]=1)=[O:22])[CH:29]=[CH:28]2. (5) Given the reactants [NH2:1][C:2]1[C:6]2[CH:7]=[CH:8][CH:9]=[CH:10][C:5]=2[O:4][C:3]=1[C:11]([NH2:13])=[O:12].Br[C@@H:15]([CH:19]([CH3:21])[CH3:20])[C:16](Cl)=O.O.[N-:23]=[N+:24]=[N-:25].[Na+], predict the reaction product. The product is: [N:23]([C@@H:15]([C:16]1[NH:13][C:11](=[O:12])[C:3]2[O:4][C:5]3[CH:10]=[CH:9][CH:8]=[CH:7][C:6]=3[C:2]=2[N:1]=1)[CH:19]([CH3:21])[CH3:20])=[N+:24]=[N-:25]. (6) The product is: [Cl-:1].[F:17][C:16]([F:18])([F:19])[CH:12]1[CH2:13][CH2:14][CH2:15][CH:10]([NH3+:9])[CH2:11]1. Given the reactants [Cl-:1].C([NH2+:9][CH:10]1[CH2:15][CH2:14][CH2:13][CH:12]([C:16]([F:19])([F:18])[F:17])[CH2:11]1)C1C=CC=CC=1, predict the reaction product. (7) Given the reactants [Cl:1][C:2]1[CH:3]=[CH:4][C:5]2[N:11]3[CH:12]=[CH:13][CH:14]=[C:10]3[C@@H:9]([CH2:15][CH2:16][N:17]3[C:21]([CH2:22][CH2:23][C:24]([O:26]C)=[O:25])=[N:20][N:19]=[N:18]3)[O:8][C@H:7]([C:28]3[CH:33]=[CH:32][CH:31]=[C:30]([O:34][CH3:35])[C:29]=3[O:36][CH3:37])[C:6]=2[CH:38]=1.C(=O)([O-])[O-].[K+].[K+], predict the reaction product. The product is: [Cl:1][C:2]1[CH:3]=[CH:4][C:5]2[N:11]3[CH:12]=[CH:13][CH:14]=[C:10]3[C@@H:9]([CH2:15][CH2:16][N:17]3[C:21]([CH2:22][CH2:23][C:24]([OH:26])=[O:25])=[N:20][N:19]=[N:18]3)[O:8][C@H:7]([C:28]3[CH:33]=[CH:32][CH:31]=[C:30]([O:34][CH3:35])[C:29]=3[O:36][CH3:37])[C:6]=2[CH:38]=1.